This data is from Peptide-MHC class II binding affinity with 134,281 pairs from IEDB. The task is: Regression. Given a peptide amino acid sequence and an MHC pseudo amino acid sequence, predict their binding affinity value. This is MHC class II binding data. (1) The peptide sequence is WLGARYLEFEALGFLKK. The MHC is DRB1_0801 with pseudo-sequence DRB1_0801. The binding affinity (normalized) is 0.434. (2) The peptide sequence is DAITSGIEVVWTNTP. The MHC is DRB5_0101 with pseudo-sequence DRB5_0101. The binding affinity (normalized) is 0.120. (3) The peptide sequence is NVSHIQSAVVCGRRH. The MHC is DRB1_1501 with pseudo-sequence DRB1_1501. The binding affinity (normalized) is 0.321. (4) The peptide sequence is PIYIVTPTNASHIQS. The MHC is DRB1_1602 with pseudo-sequence DRB1_1602. The binding affinity (normalized) is 0.378. (5) The peptide sequence is FLTGPLNFTGPCKGD. The MHC is DRB1_1602 with pseudo-sequence DRB1_1602. The binding affinity (normalized) is 0.